From a dataset of Forward reaction prediction with 1.9M reactions from USPTO patents (1976-2016). Predict the product of the given reaction. Given the reactants [CH:1]1[C:13]2[NH:12][C:11]3[C:6](=[CH:7][CH:8]=[CH:9][CH:10]=3)[C:5]=2[C:4]([OH:14])=[CH:3][CH:2]=1.[H-].[Na+].[N+](C1C=C(S(O[CH2:30][C@H:31]2[O:33][CH2:32]2)(=O)=O)C=CC=1)([O-])=O, predict the reaction product. The product is: [O:33]1[CH2:32][C@H:31]1[CH2:30][O:14][C:4]1[C:5]2[C:6]3[C:11](=[CH:10][CH:9]=[CH:8][CH:7]=3)[NH:12][C:13]=2[CH:1]=[CH:2][CH:3]=1.